From a dataset of Reaction yield outcomes from USPTO patents with 853,638 reactions. Predict the reaction yield, written as a fraction of the theoretical maximum amount of product (1.0 means a 100% yield; for example, 0.34 means a 34% yield). (1) The catalyst is CN(C=O)C.O. The yield is 0.570. The product is [CH3:16][O:17][C:2]1[C:3]([C:12]([OH:14])=[O:13])=[CH:4][C:5]2[O:10][CH2:9][CH2:8][O:7][C:6]=2[CH:11]=1. The reactants are Br[C:2]1[C:3]([C:12]([O:14]C)=[O:13])=[CH:4][C:5]2[O:10][CH2:9][CH2:8][O:7][C:6]=2[CH:11]=1.[CH3:16][O-:17].[Na+]. (2) The reactants are [NH2:1][C:2]1[CH:7]=[CH:6][C:5]([C@@H:8]2[CH2:10][C@H:9]2[C:11]([O:13]C)=[O:12])=[CH:4][CH:3]=1.[CH3:15][O:16]/[N:17]=[C:18](/[C:29]1[CH:34]=[CH:33][CH:32]=[CH:31][C:30]=1[CH3:35])\[CH2:19][O:20][C:21]1[CH:28]=[CH:27][C:24]([CH:25]=O)=[CH:23][CH:22]=1. No catalyst specified. The product is [CH3:15][O:16]/[N:17]=[C:18](/[C:29]1[CH:34]=[CH:33][CH:32]=[CH:31][C:30]=1[CH3:35])\[CH2:19][O:20][C:21]1[CH:28]=[CH:27][C:24]([CH2:25][NH:1][C:2]2[CH:3]=[CH:4][C:5]([C@@H:8]3[CH2:10][C@H:9]3[C:11]([OH:13])=[O:12])=[CH:6][CH:7]=2)=[CH:23][CH:22]=1. The yield is 0.280. (3) The product is [CH2:14]([O:21][C:22]1[CH:27]=[CH:26][C:25]([B:1]([OH:6])[OH:2])=[C:24]([CH:29]=[CH2:30])[CH:23]=1)[C:15]1[CH:20]=[CH:19][CH:18]=[CH:17][CH:16]=1. The catalyst is C1COCC1.O. The yield is 0.570. The reactants are [B:1](OC(C)C)([O:6]C(C)C)[O:2]C(C)C.[CH2:14]([O:21][C:22]1[CH:27]=[CH:26][C:25](Br)=[C:24]([CH:29]=[CH2:30])[CH:23]=1)[C:15]1[CH:20]=[CH:19][CH:18]=[CH:17][CH:16]=1.C([Li])CCC.Cl. (4) The reactants are [O:1]=[C:2]1[N:11]([CH:12]2[CH2:17][CH2:16][N:15]([C:18]([NH:20][C@H:21]([CH2:25][C:26]3[CH:38]=[CH:37][C:29]4[NH:30][C:31]([C:33]([F:36])([F:35])[F:34])=[N:32][C:28]=4[CH:27]=3)[C:22]([OH:24])=O)=[O:19])[CH2:14][CH2:13]2)[CH2:10][C:9]2[C:4](=[CH:5][CH:6]=[CH:7][CH:8]=2)[NH:3]1.C(N(C(C)C)CC)(C)C.C1CN([P+](ON2N=NC3C=CC=CC2=3)(N2CCCC2)N2CCCC2)CC1.F[P-](F)(F)(F)(F)F.[N:81]1([CH:87]2[CH2:92][CH2:91][NH:90][CH2:89][CH2:88]2)[CH2:86][CH2:85][CH2:84][CH2:83][CH2:82]1. The catalyst is C(Cl)Cl. The product is [F:34][C:33]([F:36])([F:35])[C:31]1[NH:30][C:29]2[CH:37]=[CH:38][C:26]([CH2:25][C@@H:21]([NH:20][C:18]([N:15]3[CH2:16][CH2:17][CH:12]([N:11]4[CH2:10][C:9]5[C:4](=[CH:5][CH:6]=[CH:7][CH:8]=5)[NH:3][C:2]4=[O:1])[CH2:13][CH2:14]3)=[O:19])[C:22](=[O:24])[N:90]3[CH2:91][CH2:92][CH:87]([N:81]4[CH2:86][CH2:85][CH2:84][CH2:83][CH2:82]4)[CH2:88][CH2:89]3)=[CH:27][C:28]=2[N:32]=1. The yield is 0.120. (5) The reactants are [NH3:1].C(O)C.[Br:5][C:6]1[CH:7]=[CH:8][C:9]([CH:25]=O)=[C:10]([NH:12][C:13](=O)[CH:14]([O:16][Si:17]([C:20]([CH3:23])([CH3:22])[CH3:21])([CH3:19])[CH3:18])[CH3:15])[CH:11]=1. No catalyst specified. The product is [Br:5][C:6]1[CH:11]=[C:10]2[C:9]([CH:25]=[N:1][C:13]([CH:14]([O:16][Si:17]([C:20]([CH3:23])([CH3:22])[CH3:21])([CH3:19])[CH3:18])[CH3:15])=[N:12]2)=[CH:8][CH:7]=1. The yield is 0.940. (6) The reactants are CS[C:3]1[NH:4][CH:5]=[C:6]([CH2:10][C:11]2[CH:12]=[N:13][CH:14]=[N:15][CH:16]=2)[C:7](=[O:9])[N:8]=1.[F:17][C:18]1[CH:33]=[CH:32][C:21]([O:22][C:23]2[CH:28]=[CH:27][C:26]([CH2:29][CH2:30][NH2:31])=[CH:25][CH:24]=2)=[CH:20][CH:19]=1. The catalyst is C(O)C. The product is [F:17][C:18]1[CH:33]=[CH:32][C:21]([O:22][C:23]2[CH:28]=[CH:27][C:26]([CH2:29][CH2:30][NH:31][C:3]3[NH:4][CH:5]=[C:6]([CH2:10][C:11]4[CH:12]=[N:13][CH:14]=[N:15][CH:16]=4)[C:7](=[O:9])[N:8]=3)=[CH:25][CH:24]=2)=[CH:20][CH:19]=1. The yield is 0.531. (7) The reactants are [CH:1]1([CH2:6][C@H:7]([CH2:28][N:29]([CH:38]=[O:39])[O:30][CH2:31][C:32]2[CH:37]=[CH:36][CH:35]=[CH:34][CH:33]=2)[C:8]([N:10]2[C@H:14]([C:15]([OH:17])=O)[CH2:13][CH2:12][N:11]2[C:18]([O:20][CH2:21][C:22]2[CH:27]=[CH:26][CH:25]=[CH:24][CH:23]=2)=[O:19])=[O:9])[CH2:5][CH2:4][CH2:3][CH2:2]1.CN1C=CN=C1.S(Cl)(C)(=O)=O.[NH2:51][C:52]1[CH:57]=[CH:56][CH:55]=[CH:54][N+:53]=1[O-:58]. The catalyst is CN(C=O)C. The product is [CH:1]1([CH2:6][C@H:7]([CH2:28][N:29]([CH:38]=[O:39])[O:30][CH2:31][C:32]2[CH:33]=[CH:34][CH:35]=[CH:36][CH:37]=2)[C:8]([N:10]2[C@H:14]([C:15]([NH:51][C:52]3[CH:57]=[CH:56][CH:55]=[CH:54][N+:53]=3[O-:58])=[O:17])[CH2:13][CH2:12][N:11]2[C:18]([O:20][CH2:21][C:22]2[CH:23]=[CH:24][CH:25]=[CH:26][CH:27]=2)=[O:19])=[O:9])[CH2:5][CH2:4][CH2:3][CH2:2]1. The yield is 0.510. (8) The reactants are [NH2:1][CH2:2][CH2:3][OH:4].CO.CO[C:9]([C:11]1[NH:12][C:13]2[CH:14]=[C:15]([NH:25][C:26]([O:28][C:29]([CH3:32])([CH3:31])[CH3:30])=[O:27])[CH:16]=[C:17]3[C:23](=[O:24])[NH:22][N:21]=[CH:20][C:19]=1[C:18]=23)=[O:10].C(N(CC)CC)C. The catalyst is CN(C)C=O.C1C=CC(P(C2C=CC=CC=2)[C-]2C=CC=C2)=CC=1.C1C=CC(P(C2C=CC=CC=2)[C-]2C=CC=C2)=CC=1.Cl[Pd]Cl.[Fe+2]. The product is [C:29]([O:28][C:26](=[O:27])[NH:25][C:15]1[CH:16]=[C:17]2[C:23](=[O:24])[NH:22][N:21]=[CH:20][C:19]3=[C:11]([C:9](=[O:10])[NH:1][CH2:2][CH2:3][OH:4])[NH:12][C:13]([CH:14]=1)=[C:18]23)([CH3:32])([CH3:31])[CH3:30]. The yield is 0.390.